This data is from Peptide-MHC class II binding affinity with 134,281 pairs from IEDB. The task is: Regression. Given a peptide amino acid sequence and an MHC pseudo amino acid sequence, predict their binding affinity value. This is MHC class II binding data. (1) The MHC is HLA-DQA10102-DQB10602 with pseudo-sequence HLA-DQA10102-DQB10602. The binding affinity (normalized) is 0.187. The peptide sequence is DLILFDWPTHMLQLA. (2) The peptide sequence is PDYKYLMDEEVPA. The MHC is HLA-DPA10301-DPB10402 with pseudo-sequence HLA-DPA10301-DPB10402. The binding affinity (normalized) is 0.0176. (3) The peptide sequence is LENDNQLLYNYPGAL. The binding affinity (normalized) is 0.231. The MHC is HLA-DPA10103-DPB10401 with pseudo-sequence HLA-DPA10103-DPB10401. (4) The peptide sequence is STKATRYLVKTESWILR. The MHC is DRB1_0401 with pseudo-sequence DRB1_0401. The binding affinity (normalized) is 0.322. (5) The peptide sequence is EGKYFAATQFEPLAA. The MHC is HLA-DPA10201-DPB11401 with pseudo-sequence HLA-DPA10201-DPB11401. The binding affinity (normalized) is 0.664. (6) The peptide sequence is EDSALLEDPAGT. The MHC is DRB1_0701 with pseudo-sequence DRB1_0701. The binding affinity (normalized) is 0. (7) The peptide sequence is KKLALSLASVAMCRTPF. The MHC is HLA-DQA10501-DQB10302 with pseudo-sequence HLA-DQA10501-DQB10302. The binding affinity (normalized) is 0.481. (8) The peptide sequence is EKKYFAAMQFEPLAA. The MHC is DRB1_1602 with pseudo-sequence DRB1_1602. The binding affinity (normalized) is 0.601. (9) The peptide sequence is EKKYFAATQFEPFAA. The MHC is HLA-DQA10501-DQB10301 with pseudo-sequence HLA-DQA10501-DQB10301. The binding affinity (normalized) is 0.227. (10) The peptide sequence is SFVMMSAPPAEYKLQ. The MHC is DRB1_0101 with pseudo-sequence DRB1_0101. The binding affinity (normalized) is 1.000.